This data is from Reaction yield outcomes from USPTO patents with 853,638 reactions. The task is: Predict the reaction yield, written as a fraction of the theoretical maximum amount of product (1.0 means a 100% yield; for example, 0.34 means a 34% yield). (1) The reactants are [CH2:1]([O:8][CH2:9][N:10]1[C:14]2[CH:15]=[N:16][N:17]([CH2:20][O:21][CH2:22][CH2:23][Si:24]([CH3:27])([CH3:26])[CH3:25])[C:18](=[O:19])[C:13]=2[C:12](I)=[CH:11]1)[C:2]1[CH:7]=[CH:6][CH:5]=[CH:4][CH:3]=1.C(N(CC)CC)C.C([SiH](CC)CC)C.CN(C)[CH:45]=[O:46]. The catalyst is C([O-])(=O)C.[Pd+2].C([O-])(=O)C.C1(P(C2C=CC=CC=2)[C-]2C=CC=C2)C=CC=CC=1.[C-]1(P(C2C=CC=CC=2)C2C=CC=CC=2)C=CC=C1.[Fe+2].O. The product is [CH2:1]([O:8][CH2:9][N:10]1[C:14]2[CH:15]=[N:16][N:17]([CH2:20][O:21][CH2:22][CH2:23][Si:24]([CH3:27])([CH3:26])[CH3:25])[C:18](=[O:19])[C:13]=2[C:12]([CH:45]=[O:46])=[CH:11]1)[C:2]1[CH:7]=[CH:6][CH:5]=[CH:4][CH:3]=1. The yield is 0.400. (2) The reactants are C[O:2][C:3]1[CH:4]=[C:5]2[C:9](=[CH:10][CH:11]=1)[NH:8][C:7](=[O:12])[C:6]2=[O:13].B(Br)(Br)Br. The catalyst is C(Cl)Cl. The product is [OH:2][C:3]1[CH:4]=[C:5]2[C:9](=[CH:10][CH:11]=1)[NH:8][C:7](=[O:12])[C:6]2=[O:13]. The yield is 0.950. (3) The reactants are Cl[CH2:2][C:3]1[CH:4]=[N:5][C:6]2[C:11]([CH:12]=1)=[CH:10][CH:9]=[C:8]([C:13]([F:16])([F:15])[F:14])[CH:7]=2.C(=O)([O-])[O-].[K+].[K+].Cl.[N+:24]([C:27]1[CH:32]=[CH:31][C:30]([NH:33][CH:34]2[CH2:39][CH2:38][CH:37]([O:40][CH2:41][C:42]([N:44]3[CH2:49][CH2:48][NH:47][CH2:46][CH2:45]3)=[O:43])[CH2:36][CH2:35]2)=[CH:29][C:28]=1[C:50]([F:53])([F:52])[F:51])([O-:26])=[O:25]. The catalyst is CN(C=O)C.CCOC(C)=O. The product is [N+:24]([C:27]1[CH:32]=[CH:31][C:30]([NH:33][CH:34]2[CH2:35][CH2:36][CH:37]([O:40][CH2:41][C:42]([N:44]3[CH2:49][CH2:48][N:47]([CH2:2][C:3]4[CH:4]=[N:5][C:6]5[C:11]([CH:12]=4)=[CH:10][CH:9]=[C:8]([C:13]([F:16])([F:15])[F:14])[CH:7]=5)[CH2:46][CH2:45]3)=[O:43])[CH2:38][CH2:39]2)=[CH:29][C:28]=1[C:50]([F:53])([F:52])[F:51])([O-:26])=[O:25]. The yield is 0.300. (4) The reactants are C1(=O)O[CH2:4][CH2:3][O:2]1.[Cl:7][C:8]1[C:13]([C:14]2[NH:15][CH:16]=[C:17]([C:19]3[N:20]([CH:24]([CH3:26])[CH3:25])[N:21]=[CH:22][N:23]=3)[N:18]=2)=[CH:12][N:11]=[C:10]([O:27][CH3:28])[CH:9]=1. The catalyst is C(Cl)Cl. The product is [Cl:7][C:8]1[CH:9]=[C:10]([O:27][CH3:28])[N:11]=[CH:12][C:13]=1[C:14]1[N:15]([CH2:4][CH2:3][OH:2])[CH:16]=[C:17]([C:19]2[N:20]([CH:24]([CH3:25])[CH3:26])[N:21]=[CH:22][N:23]=2)[N:18]=1. The yield is 0.750. (5) The reactants are [P:1]([O-:37])([O-:36])([O:3][C:4](C(C)(C)C)(C(C)(C)C)[N:5]1[CH:13]=[C:12]2[C:7]([CH:8]=[CH:9][C:10]([C:14]3[C:15]([C:20]4[CH:25]=[CH:24][C:23]([F:26])=[C:22]([CH3:27])[CH:21]=4)=[N:16][CH:17]=[CH:18][CH:19]=3)=[CH:11]2)=[N:6]1)=[O:2].O. The catalyst is CC(O)=O.CC(C)=O. The product is [P:1]([OH:37])([OH:36])([O:3][CH2:4][N:5]1[CH:13]=[C:12]2[C:7]([CH:8]=[CH:9][C:10]([C:14]3[C:15]([C:20]4[CH:25]=[CH:24][C:23]([F:26])=[C:22]([CH3:27])[CH:21]=4)=[N:16][CH:17]=[CH:18][CH:19]=3)=[CH:11]2)=[N:6]1)=[O:2]. The yield is 0.710. (6) The reactants are CC1N=C(N2C(=O)NN=C2)SC=1C(OCC)=O.[C:18]([C:21]1[S:25][C:24]([N:26]2[CH2:30][CH2:29][NH:28][C:27]2=[O:31])=[N:23][C:22]=1[CH3:32])(=[O:20])[CH3:19].[F:33][C:34]([F:44])([F:43])[C:35]1[CH:36]=[C:37]([CH:40]=[CH:41][CH:42]=1)[CH2:38]Br. No catalyst specified. The product is [C:18]([C:21]1[S:25][C:24]([N:26]2[CH2:30][CH2:29][N:28]([CH2:38][C:37]3[CH:40]=[CH:41][CH:42]=[C:35]([C:34]([F:33])([F:43])[F:44])[CH:36]=3)[C:27]2=[O:31])=[N:23][C:22]=1[CH3:32])(=[O:20])[CH3:19]. The yield is 0.500. (7) The reactants are [CH3:1][O:2][C:3]1[C:8]2[N:9]=[C:10]([NH2:12])[S:11][C:7]=2[C:6]([N:13]2[CH2:18][CH2:17][O:16][CH2:15][CH2:14]2)=[CH:5][CH:4]=1.C([Li])(C)(C)C.C1([O:30][C:31]([C:33]2[N:34]([CH3:45])[C:35]([CH2:38][N:39]([CH2:41][CH2:42][O:43][CH3:44])[CH3:40])=[N:36][CH:37]=2)=O)C=CC=CC=1.[Cl-].[NH4+]. The catalyst is O1CCCC1.CCCCC.C(OCC)(=O)C. The product is [CH3:1][O:2][C:3]1[C:8]2[N:9]=[C:10]([NH:12][C:31]([C:33]3[N:34]([CH3:45])[C:35]([CH2:38][N:39]([CH2:41][CH2:42][O:43][CH3:44])[CH3:40])=[N:36][CH:37]=3)=[O:30])[S:11][C:7]=2[C:6]([N:13]2[CH2:18][CH2:17][O:16][CH2:15][CH2:14]2)=[CH:5][CH:4]=1. The yield is 0.310. (8) The reactants are [CH3:1][S:2](Cl)(=[O:4])=[O:3].[NH2:6][C:7]1[CH:12]=[CH:11][C:10]([N:13]2[C:22](=[O:23])[C:21]3[C:16](=[CH:17][CH:18]=[CH:19][CH:20]=3)[N:15]=[C:14]2[C:24]2[CH:25]=[N:26][C:27]([CH3:30])=[CH:28][CH:29]=2)=[CH:9][CH:8]=1.O[Li].O. The catalyst is C(Cl)Cl.O1CCOCC1.O. The product is [CH3:30][C:27]1[N:26]=[CH:25][C:24]([C:14]2[N:13]([C:10]3[CH:9]=[CH:8][C:7]([NH:6][S:2]([CH3:1])(=[O:4])=[O:3])=[CH:12][CH:11]=3)[C:22](=[O:23])[C:21]3[C:16](=[CH:17][CH:18]=[CH:19][CH:20]=3)[N:15]=2)=[CH:29][CH:28]=1. The yield is 0.560.